Dataset: Forward reaction prediction with 1.9M reactions from USPTO patents (1976-2016). Task: Predict the product of the given reaction. (1) Given the reactants [Na+].[N+:2]([C:5]1[CH:11]=[CH:10][C:8]([O-:9])=[CH:7][CH:6]=1)([O-:4])=[O:3].Cl.Cl[CH2:14][CH2:15][N:16]1[CH2:20][CH2:19][CH2:18][CH2:17]1.C(=O)([O-])[O-].[K+].[K+], predict the reaction product. The product is: [N+:2]([C:5]1[CH:11]=[CH:10][C:8]([O:9][CH2:14][CH2:15][N:16]2[CH2:20][CH2:19][CH2:18][CH2:17]2)=[CH:7][CH:6]=1)([O-:4])=[O:3]. (2) Given the reactants [OH-].[Na+].[Br:3][C:4]1[CH:5]=[C:6]2[C:11](=[CH:12][CH:13]=1)[N:10]=[CH:9][C:8]([C:14]([O:16]CC)=[O:15])=[C:7]2[NH:19][CH2:20][C@@H:21]([O:23][CH3:24])[CH3:22].Cl, predict the reaction product. The product is: [Br:3][C:4]1[CH:5]=[C:6]2[C:11](=[CH:12][CH:13]=1)[N:10]=[CH:9][C:8]([C:14]([OH:16])=[O:15])=[C:7]2[NH:19][CH2:20][C@@H:21]([O:23][CH3:24])[CH3:22].